Dataset: Forward reaction prediction with 1.9M reactions from USPTO patents (1976-2016). Task: Predict the product of the given reaction. (1) Given the reactants [C:1]([C:4]1[C:5](=[O:19])[N:6]([C:12]2[CH:17]=[CH:16][CH:15]=[CH:14][C:13]=2[Cl:18])[C:7]([CH3:11])=[CH:8][C:9]=1[OH:10])(=[O:3])[CH3:2].[CH2:20](Br)[C:21]1[CH:26]=[CH:25][CH:24]=[CH:23][CH:22]=1, predict the reaction product. The product is: [C:1]([C:4]1[C:5](=[O:19])[N:6]([C:12]2[CH:17]=[CH:16][CH:15]=[CH:14][C:13]=2[Cl:18])[C:7]([CH3:11])=[CH:8][C:9]=1[O:10][CH2:20][C:21]1[CH:26]=[CH:25][CH:24]=[CH:23][CH:22]=1)(=[O:3])[CH3:2]. (2) Given the reactants [CH2:1]([C:3]1([CH2:23][C:24]([O:26][CH2:27][CH3:28])=[O:25])[CH2:12][CH2:11][C:10]2[C:5](=[CH:6][CH:7]=[C:8]([C:13]3[CH:18]=[CH:17][C:16]([N+:19]([O-])=O)=[CH:15][N:14]=3)[CH:9]=2)[C:4]1=[O:22])[CH3:2].[NH4+].[Cl-], predict the reaction product. The product is: [NH2:19][C:16]1[CH:17]=[CH:18][C:13]([C:8]2[CH:9]=[C:10]3[C:5](=[CH:6][CH:7]=2)[C:4](=[O:22])[C:3]([CH2:23][C:24]([O:26][CH2:27][CH3:28])=[O:25])([CH2:1][CH3:2])[CH2:12][CH2:11]3)=[N:14][CH:15]=1. (3) Given the reactants C(OC(=O)[NH:10][C:11]1[CH:16]=[CH:15][C:14]([F:17])=[C:13]([C:18]([C:20]2[C:28]3[C:23](=[N:24][CH:25]=[C:26]([Cl:29])[CH:27]=3)[NH:22][CH:21]=2)=[O:19])[C:12]=1[F:30])C1C=CC=CC=1.[OH-].[Na+], predict the reaction product. The product is: [NH2:10][C:11]1[C:12]([F:30])=[C:13]([C:18]([C:20]2[C:28]3[C:23](=[N:24][CH:25]=[C:26]([Cl:29])[CH:27]=3)[NH:22][CH:21]=2)=[O:19])[C:14]([F:17])=[CH:15][CH:16]=1. (4) Given the reactants [Cl:1][C:2]1[CH:7]=[CH:6][C:5]([S:8]([NH:11][C@@H:12]([C:20]2[CH:24]=[C:23]([CH3:25])[O:22][N:21]=2)[CH2:13][C:14]2[CH:19]=[CH:18][CH:17]=[CH:16][CH:15]=2)(=[O:10])=[O:9])=[CH:4][CH:3]=1.[Br:26]N1C(=O)CCC1=O.S([O-])([O-])(=O)=S.[Na+].[Na+], predict the reaction product. The product is: [Cl:1][C:2]1[CH:7]=[CH:6][C:5]([S:8]([NH:11][C@@H:12]([C:20]2[C:24]([Br:26])=[C:23]([CH3:25])[O:22][N:21]=2)[CH2:13][C:14]2[CH:19]=[CH:18][CH:17]=[CH:16][CH:15]=2)(=[O:9])=[O:10])=[CH:4][CH:3]=1. (5) Given the reactants CS[C:3](SC)=[C:4]1[C:13](=[O:14])[C:12]([CH3:16])([CH3:15])[C:11]2[C:6](=[CH:7][CH:8]=[CH:9][CH:10]=2)[C:5]1=[O:17].[NH2:20][C:21]1[CH:26]=[CH:25][CH:24]=[CH:23][C:22]=1[S:27]([NH2:30])(=[O:29])=[O:28], predict the reaction product. The product is: [O:28]=[S:27]1(=[O:29])[C:22]2[CH:23]=[CH:24][CH:25]=[CH:26][C:21]=2[NH:20][C:3]([C:4]2[C:13](=[O:14])[C:12]([CH3:15])([CH3:16])[C:11]3[C:6]([C:5]=2[OH:17])=[CH:7][CH:8]=[CH:9][CH:10]=3)=[N:30]1. (6) Given the reactants [F:1][C:2]1[CH:12]=[CH:11][C:5]([CH2:6][CH2:7][N:8]=[C:9]=[O:10])=[CH:4][CH:3]=1.[CH3:13][NH:14][C:15]1[CH:16]=[C:17]([C:21]2[CH:26]=[CH:25][C:24]([CH2:27][CH2:28][C:29]([O:31][CH3:32])=[O:30])=[CH:23][CH:22]=2)[CH:18]=[CH:19][CH:20]=1.[Cl-].[NH4+], predict the reaction product. The product is: [F:1][C:2]1[CH:3]=[CH:4][C:5]([CH2:6][CH2:7][NH:8][C:9](=[O:10])[N:14]([C:15]2[CH:16]=[C:17]([C:21]3[CH:26]=[CH:25][C:24]([CH2:27][CH2:28][C:29]([O:31][CH3:32])=[O:30])=[CH:23][CH:22]=3)[CH:18]=[CH:19][CH:20]=2)[CH3:13])=[CH:11][CH:12]=1.